Dataset: Catalyst prediction with 721,799 reactions and 888 catalyst types from USPTO. Task: Predict which catalyst facilitates the given reaction. Reactant: [CH3:1][O:2][C:3](=[O:26])[CH2:4][C@H:5]1[C:9]2[CH:10]=[CH:11][C:12]([O:14][C@H:15]3[C:23]4[C:18](=[C:19](Br)[CH:20]=[CH:21][C:22]=4[F:24])[CH2:17][CH2:16]3)=[CH:13][C:8]=2[O:7][CH2:6]1.[B:27]1([B:27]2[O:31][C:30]([CH3:33])([CH3:32])[C:29]([CH3:35])([CH3:34])[O:28]2)[O:31][C:30]([CH3:33])([CH3:32])[C:29]([CH3:35])([CH3:34])[O:28]1.C([O-])(=O)C.[K+].C(Cl)Cl. Product: [CH3:1][O:2][C:3](=[O:26])[CH2:4][C@H:5]1[C:9]2[CH:10]=[CH:11][C:12]([O:14][C@H:15]3[C:23]4[C:18](=[C:19]([B:27]5[O:31][C:30]([CH3:33])([CH3:32])[C:29]([CH3:35])([CH3:34])[O:28]5)[CH:20]=[CH:21][C:22]=4[F:24])[CH2:17][CH2:16]3)=[CH:13][C:8]=2[O:7][CH2:6]1. The catalyst class is: 260.